Predict the product of the given reaction. From a dataset of Forward reaction prediction with 1.9M reactions from USPTO patents (1976-2016). (1) Given the reactants [C:1]([NH2:9])(=[O:8])[C:2]1[CH:7]=[CH:6][CH:5]=[CH:4][CH:3]=1.C([O-])([O-])=O.[K+].[K+].[C@@H]1(N)CCCC[C@H]1N.Br[C:25]1[CH:26]=[C:27]([CH3:32])[CH:28]=[C:29]([CH3:31])[CH:30]=1, predict the reaction product. The product is: [CH3:32][C:27]1[CH:26]=[C:25]([NH:9][C:1](=[O:8])[C:2]2[CH:7]=[CH:6][CH:5]=[CH:4][CH:3]=2)[CH:30]=[C:29]([CH3:31])[CH:28]=1. (2) Given the reactants Br[C:2]1[CH:7]=[CH:6][C:5]([CH2:8][C:9]([O:11][CH3:12])=[O:10])=[C:4]([Cl:13])[CH:3]=1.[CH3:14][C:15]1[S:16][CH:17]=[CH:18][N:19]=1.C(O[K])(C)=O, predict the reaction product. The product is: [Cl:13][C:4]1[CH:3]=[C:2]([C:17]2[S:16][C:15]([CH3:14])=[N:19][CH:18]=2)[CH:7]=[CH:6][C:5]=1[CH2:8][C:9]([O:11][CH3:12])=[O:10]. (3) Given the reactants [Br:1][C:2]1[C:3]([CH3:14])=[N:4][NH:5][C:6]=1[C:7]1[CH:12]=[CH:11][C:10]([F:13])=[CH:9][CH:8]=1.O[CH2:16][C:17]([CH3:23])([CH3:22])[C:18]([O:20][CH3:21])=[O:19].C1(P(C2C=CC=CC=2)C2C=CC=CC=2)C=CC=CC=1.N(C(OC(C)C)=O)=NC(OC(C)C)=O, predict the reaction product. The product is: [Br:1][C:2]1[C:3]([CH3:14])=[N:4][N:5]([CH2:16][C:17]([CH3:23])([CH3:22])[C:18]([O:20][CH3:21])=[O:19])[C:6]=1[C:7]1[CH:12]=[CH:11][C:10]([F:13])=[CH:9][CH:8]=1. (4) Given the reactants [CH3:1][C:2]1[CH:19]=[C:18]([N+:20]([O-:22])=[O:21])[CH:17]=[CH:16][C:3]=1[N:4]=[C:5]1[CH2:11][CH2:10][CH2:9][CH2:8][CH2:7][N:6]1[CH2:12][C:13]([CH3:15])=[CH2:14], predict the reaction product. The product is: [CH3:1][C:2]1[CH:19]=[C:18]([N+:20]([O-:22])=[O:21])[CH:17]=[CH:16][C:3]=1[N:4]=[C:5]1[CH2:11][CH2:10][CH2:9][CH2:8][CH2:7][N:6]1[CH:12]=[C:13]([CH3:15])[CH3:14]. (5) Given the reactants [F:1][C:2]1[CH:3]=[C:4]([CH:9]=[C:10]([F:12])[CH:11]=1)[C:5]([NH:7][NH2:8])=O.[CH3:13][N:14]=[C:15]=[S:16].C([O-])(O)=O.[Na+].Cl, predict the reaction product. The product is: [F:1][C:2]1[CH:3]=[C:4]([C:5]2[N:14]([CH3:13])[C:15](=[S:16])[NH:8][N:7]=2)[CH:9]=[C:10]([F:12])[CH:11]=1. (6) Given the reactants [CH2:1]([N:7]1[CH2:12][CH2:11][C:10]([CH3:25])([C:13]2[CH:18]=[CH:17][CH:16]=[C:15]([C:19]#[C:20][Si](C)(C)C)[CH:14]=2)[CH:9]([CH3:26])[CH2:8]1)[CH2:2][CH2:3][CH2:4][CH2:5][CH3:6].[F-].C([N+](CCCC)(CCCC)CCCC)CCC, predict the reaction product. The product is: [NH3:7].[CH2:1]([N:7]1[CH2:12][CH2:11][C:10]([CH3:25])([C:13]2[CH:18]=[CH:17][CH:16]=[C:15]([C:19]#[CH:20])[CH:14]=2)[CH:9]([CH3:26])[CH2:8]1)[CH2:2][CH2:3][CH2:4][CH2:5][CH3:6].